From a dataset of Catalyst prediction with 721,799 reactions and 888 catalyst types from USPTO. Predict which catalyst facilitates the given reaction. (1) Reactant: [NH2:1][C:2]1[N:6]([CH2:7][C:8]2[CH:13]=[CH:12][CH:11]=[CH:10][CH:9]=2)[N:5]=[C:4]([OH:14])[C:3]=1[C:15]1[CH:23]=[CH:22][C:18]2[O:19][CH2:20][O:21][C:17]=2[CH:16]=1.C(=O)([O-])[O-].[Cs+].[Cs+].[C:30]([O:33][CH2:34][CH2:35]Br)(=[O:32])[CH3:31]. The catalyst class is: 9. Product: [C:30]([O:33][CH2:34][CH2:35][O:14][C:4]1[C:3]([C:15]2[CH:23]=[CH:22][C:18]3[O:19][CH2:20][O:21][C:17]=3[CH:16]=2)=[C:2]([NH2:1])[N:6]([CH2:7][C:8]2[CH:13]=[CH:12][CH:11]=[CH:10][CH:9]=2)[N:5]=1)(=[O:32])[CH3:31]. (2) Reactant: [CH3:1][O:2][C:3]1[CH:12]=[C:11]([O:13][CH3:14])[CH:10]=[C:9]2[C:4]=1[C:5](=[O:31])[NH:6][C:7]([C:15]1[CH:20]=[CH:19][C:18]([N:21]3[CH2:26][CH2:25][CH:24]([NH:27]C(=O)C)[CH2:23][CH2:22]3)=[CH:17][CH:16]=1)=[N:8]2.[OH-].[Na+]. Product: [NH2:27][CH:24]1[CH2:23][CH2:22][N:21]([C:18]2[CH:19]=[CH:20][C:15]([C:7]3[NH:6][C:5](=[O:31])[C:4]4[C:9](=[CH:10][C:11]([O:13][CH3:14])=[CH:12][C:3]=4[O:2][CH3:1])[N:8]=3)=[CH:16][CH:17]=2)[CH2:26][CH2:25]1. The catalyst class is: 33. (3) Reactant: [CH3:1][O:2][C:3]1[CH:8]=[C:7]([O:9][CH2:10][O:11][CH3:12])[CH:6]=[CH:5][C:4]=1[C:13]1[C:22]([CH2:23][NH:24][C:25]2[CH:30]=[CH:29][CH:28]=[CH:27][C:26]=2[O:31][CH3:32])=[C:21]2[C:16]([NH:17][C:18]([CH3:36])([CH3:35])[C:19](=[O:34])[N:20]2[CH3:33])=[CH:15][CH:14]=1.C(=O)([O-])O.[Na+].[CH:42]1[C:54]2[CH:53]([CH2:55][O:56][C:57](Cl)=[O:58])[C:52]3[C:47](=[CH:48][CH:49]=[CH:50][CH:51]=3)[C:46]=2[CH:45]=[CH:44][CH:43]=1. Product: [CH3:1][O:2][C:3]1[CH:8]=[C:7]([O:9][CH2:10][O:11][CH3:12])[CH:6]=[CH:5][C:4]=1[C:13]1[C:22]([CH2:23][N:24]([C:25]2[CH:30]=[CH:29][CH:28]=[CH:27][C:26]=2[O:31][CH3:32])[C:57]([O:56][CH2:55][CH:53]2[C:52]3[CH:51]=[CH:50][CH:49]=[CH:48][C:47]=3[C:46]3[C:54]2=[CH:42][CH:43]=[CH:44][CH:45]=3)=[O:58])=[C:21]2[C:16]([NH:17][C:18]([CH3:36])([CH3:35])[C:19](=[O:34])[N:20]2[CH3:33])=[CH:15][CH:14]=1. The catalyst class is: 708. (4) Reactant: [Cl:1][C:2]1[N:11]=[C:10](Cl)[C:9]2[C:4](=[CH:5][C:6]([O:13][CH3:14])=[CH:7][CH:8]=2)[N:3]=1.[C:15]([NH:18][C@H:19]1[CH2:23][CH2:22][NH:21][CH2:20]1)(=[O:17])[CH3:16]. Product: [Cl:1][C:2]1[N:11]=[C:10]([N:21]2[CH2:22][CH2:23][C@H:19]([NH:18][C:15](=[O:17])[CH3:16])[CH2:20]2)[C:9]2[C:4](=[CH:5][C:6]([O:13][CH3:14])=[CH:7][CH:8]=2)[N:3]=1. The catalyst class is: 22. (5) Product: [F:23][C:20]1[CH:21]=[CH:22][C:17]([C:2]2[N:33]=[C:31]([C:34]3[CH:35]=[N:36][CH:37]=[CH:38][CH:39]=3)[NH:32][C:3]=2[C:5]2[CH:16]=[CH:15][C:8]3[N:9]=[N:10][N:11]([CH:12]([CH3:14])[CH3:13])[C:7]=3[CH:6]=2)=[CH:18][CH:19]=1. The catalyst class is: 9. Reactant: Br[CH:2]([C:17]1[CH:22]=[CH:21][C:20]([F:23])=[CH:19][CH:18]=1)[C:3]([C:5]1[CH:16]=[CH:15][C:8]2[N:9]=[N:10][N:11]([CH:12]([CH3:14])[CH3:13])[C:7]=2[CH:6]=1)=O.C(=O)([O-])[O-].[Cs+].[Cs+].Cl.[C:31]([C:34]1[CH:35]=[N:36][CH:37]=[CH:38][CH:39]=1)(=[NH:33])[NH2:32].O. (6) Reactant: [CH3:1][N:2]([CH3:34])[CH:3]1[CH2:6][N:5]([C:7]2[C:12]([N+:13]([O-])=O)=[CH:11][C:10]([NH:16][C:17]3[N:22]=[C:21]([C:23]4[CH:24]=[N:25][N:26]5[CH:31]=[CH:30][CH:29]=[CH:28][C:27]=45)[CH:20]=[CH:19][N:18]=3)=[C:9]([O:32][CH3:33])[CH:8]=2)[CH2:4]1.[NH4+].[Cl-].C(O)C. Product: [CH3:34][N:2]([CH3:1])[CH:3]1[CH2:4][N:5]([C:7]2[CH:8]=[C:9]([O:32][CH3:33])[C:10]([NH:16][C:17]3[N:22]=[C:21]([C:23]4[CH:24]=[N:25][N:26]5[CH:31]=[CH:30][CH:29]=[CH:28][C:27]=45)[CH:20]=[CH:19][N:18]=3)=[CH:11][C:12]=2[NH2:13])[CH2:6]1. The catalyst class is: 150. (7) Reactant: [OH:1][C:2]1[C:11]2[C:6](=[CH:7][C:8]([C:12]([F:15])([F:14])[F:13])=[CH:9][CH:10]=2)[N:5]=[CH:4][C:3]=1[C:16]([O:18][CH2:19][CH3:20])=[O:17].[CH3:21]N(C=O)C.C(=O)([O-])[O-].[K+].[K+].CI. Product: [CH3:21][N:5]1[C:6]2[C:11](=[CH:10][CH:9]=[C:8]([C:12]([F:15])([F:13])[F:14])[CH:7]=2)[C:2](=[O:1])[C:3]([C:16]([O:18][CH2:19][CH3:20])=[O:17])=[CH:4]1. The catalyst class is: 6. (8) Reactant: Br[CH2:2][CH:3]1[CH2:5][C:4]1([F:7])[F:6].C([O-])([O-])=O.[K+].[K+].[Cl:14][C:15]1[N:20]=[CH:19][C:18]([OH:21])=[CH:17][N:16]=1. Product: [Cl:14][C:15]1[N:20]=[CH:19][C:18]([O:21][CH2:2][CH:3]2[CH2:5][C:4]2([F:7])[F:6])=[CH:17][N:16]=1. The catalyst class is: 3. (9) Reactant: [CH3:1][C:2]1[C:6]([C:7]2[CH:19]=[N:18][C:17]3[C:16]4[CH:15]=[CH:14][C:13]([C:20]([O:22]C)=[O:21])=[CH:12][C:11]=4[N:10]([CH:24]([C:31]4[CH:36]=[CH:35][CH:34]=[CH:33][CH:32]=4)[CH:25]4[CH2:30][CH2:29][O:28][CH2:27][CH2:26]4)[C:9]=3[CH:8]=2)=[C:5]([CH3:37])[O:4][N:3]=1.[OH-].[Na+].C(O)(=O)CC(CC(O)=O)(C(O)=O)O. Product: [CH3:37][C:5]1[O:4][N:3]=[C:2]([CH3:1])[C:6]=1[C:7]1[CH:19]=[N:18][C:17]2[C:16]3[CH:15]=[CH:14][C:13]([C:20]([OH:22])=[O:21])=[CH:12][C:11]=3[N:10]([CH:24]([CH:25]3[CH2:26][CH2:27][O:28][CH2:29][CH2:30]3)[C:31]3[CH:32]=[CH:33][CH:34]=[CH:35][CH:36]=3)[C:9]=2[CH:8]=1. The catalyst class is: 5. (10) Reactant: [N:1]1[CH:6]=[CH:5][CH:4]=[C:3]([N:7]2[CH2:12][CH2:11][CH:10]([NH:13]C(=O)OC(C)(C)C)[CH2:9][CH2:8]2)[N:2]=1.Cl.O1CCOCC1. Product: [N:1]1[CH:6]=[CH:5][CH:4]=[C:3]([N:7]2[CH2:12][CH2:11][CH:10]([NH2:13])[CH2:9][CH2:8]2)[N:2]=1. The catalyst class is: 36.